Dataset: Forward reaction prediction with 1.9M reactions from USPTO patents (1976-2016). Task: Predict the product of the given reaction. (1) Given the reactants C([O:5][C:6](=[O:16])[CH2:7][C@@H:8]([CH2:14][NH2:15])[CH2:9][C@H:10]([CH3:13])[CH2:11][CH3:12])(C)(C)C.C[C@H](CC)C[C@@H]1CNC(=O)C1.Cl, predict the reaction product. The product is: [NH2:15][CH2:14][C@@H:8]([CH2:9][C@H:10]([CH3:13])[CH2:11][CH3:12])[CH2:7][C:6]([OH:16])=[O:5]. (2) Given the reactants C(N(CC)CC)C.Cl[C:9](Cl)([O:11]C(=O)OC(Cl)(Cl)Cl)Cl.[NH2:20][C:21]1([C:27]([O:29][CH3:30])=[O:28])[CH2:26][CH2:25][CH2:24][CH2:23][CH2:22]1, predict the reaction product. The product is: [N:20]([C:21]1([C:27]([O:29][CH3:30])=[O:28])[CH2:26][CH2:25][CH2:24][CH2:23][CH2:22]1)=[C:9]=[O:11]. (3) The product is: [CH3:22][N:2]([CH3:1])[CH2:3][CH2:4][CH2:5][C:6]1[N:11]=[CH:10][C:9]([C:12]([C:14]2[CH:15]=[CH:16][C:17]([O:20][CH3:21])=[CH:18][CH:19]=2)=[O:13])=[CH:8][CH:7]=1. Given the reactants [CH3:1][N:2]([CH3:22])[CH2:3][C:4]#[C:5][C:6]1[N:11]=[CH:10][C:9]([C:12]([C:14]2[CH:19]=[CH:18][C:17]([O:20][CH3:21])=[CH:16][CH:15]=2)=[O:13])=[CH:8][CH:7]=1, predict the reaction product. (4) The product is: [CH3:30][C:29]1[S:31][CH:2]=[C:1]([C:4]2[CH:8]=[C:7]([C:9]([O:11][CH3:12])=[O:10])[NH:6][N:5]=2)[N:32]=1. Given the reactants [C:1]([C:4]1[CH:8]=[C:7]([C:9]([O:11][CH3:12])=[O:10])[NH:6][N:5]=1)(=O)[CH3:2].BrBr.BrC(Br)C(C1C=C(C(OC)=O)NN=1)=O.[C:29]([NH2:32])(=[S:31])[CH3:30], predict the reaction product.